The task is: Predict the reaction yield, written as a fraction of the theoretical maximum amount of product (1.0 means a 100% yield; for example, 0.34 means a 34% yield).. This data is from Reaction yield outcomes from USPTO patents with 853,638 reactions. (1) The catalyst is C([O-])(=O)C.[Pd+2].C([O-])(=O)C.C(P(C(C)(C)C)C(C)(C)C)(C)(C)C.C1(C)C=CC=CC=1. The yield is 0.750. The product is [C:78]1([N:77]([C:71]2[CH:72]=[CH:73][CH:74]=[CH:75][CH:76]=2)[C:54]2[CH:67]=[CH:66][C:65]3[C:64](=[O:68])[C:63]4[C:58](=[CH:59][CH:60]=[C:61]([N:7]([C:1]5[CH:2]=[CH:3][CH:4]=[CH:5][CH:6]=5)[C:8]5[CH:21]=[CH:20][CH:19]=[CH:10][CH:9]=5)[CH:62]=4)[C:57](=[O:70])[C:56]=3[CH:55]=2)[CH:79]=[CH:80][CH:81]=[CH:82][CH:83]=1. The reactants are [C:1]1([N:7](C2C=CC=CC=2)[C:8]2[CH:21]=[CH:20][C:19]3[C:10](=C(C4C=CC=CC=4)[C:19]4[C:10](C=3C3C=CC=CC=3)=[CH:9][C:8]([N:7](C3C=CC=CC=3)[C:1]3[CH:2]=[CH:3][CH:4]=[CH:5][CH:6]=3)=[CH:21][CH:20]=4)[CH:9]=2)[CH:6]=[CH:5][CH:4]=[CH:3][CH:2]=1.Br[C:54]1[CH:67]=[CH:66][C:65]2[C:64](=[O:68])[C:63]3[C:58](=[CH:59][CH:60]=[C:61](Br)[CH:62]=3)[C:57](=[O:70])[C:56]=2[CH:55]=1.[C:71]1([NH:77][C:78]2[CH:83]=[CH:82][CH:81]=[CH:80][CH:79]=2)[CH:76]=[CH:75][CH:74]=[CH:73][CH:72]=1.CC(C)([O-])C.[Na+]. (2) The catalyst is CO.O.O.O.O.O.O.[Ni](Cl)Cl. The yield is 0.910. The product is [CH3:1][O:2][C:3](=[O:23])[CH:4]([C:13]1[CH:14]=[CH:15][C:16]([S:19]([CH3:22])(=[O:20])=[O:21])=[CH:17][CH:18]=1)[CH2:5][CH:6]1[CH2:7][CH2:8][CH2:9][CH2:10][CH2:11][CH2:12]1. The reactants are [CH3:1][O:2][C:3](=[O:23])/[C:4](/[C:13]1[CH:18]=[CH:17][C:16]([S:19]([CH3:22])(=[O:21])=[O:20])=[CH:15][CH:14]=1)=[CH:5]/[CH:6]1[CH2:12][CH2:11][CH2:10][CH2:9][CH2:8][CH2:7]1.[BH4-].[Na+]. (3) The reactants are N[C:2]1[C:3]([N+:12]([O-:14])=[O:13])=[C:4]([CH:8]=[CH:9][C:10]=1[CH3:11])[C:5]([OH:7])=[O:6].N([O-])=O.[Na+].[BrH:19]. The catalyst is O. The product is [Br:19][C:2]1[C:3]([N+:12]([O-:14])=[O:13])=[C:4]([CH:8]=[CH:9][C:10]=1[CH3:11])[C:5]([OH:7])=[O:6]. The yield is 0.865.